Dataset: Full USPTO retrosynthesis dataset with 1.9M reactions from patents (1976-2016). Task: Predict the reactants needed to synthesize the given product. Given the product [N:1]1[CH:2]=[CH:3][C:4]([N:7]2[CH:11]=[N:10][N:9]=[C:8]2[C:12]2[CH:17]=[CH:16][C:15]([O:18][CH2:26][C:27]3[CH:36]=[CH:35][C:34]4[C:29](=[CH:30][CH:31]=[CH:32][CH:33]=4)[N:28]=3)=[CH:14][CH:13]=2)=[CH:5][CH:6]=1, predict the reactants needed to synthesize it. The reactants are: [N:1]1[CH:6]=[CH:5][C:4]([N:7]2[CH:11]=[N:10][N:9]=[C:8]2[C:12]2[CH:17]=[CH:16][C:15]([OH:18])=[CH:14][CH:13]=2)=[CH:3][CH:2]=1.C(=O)([O-])[O-].[Cs+].[Cs+].Cl[CH2:26][C:27]1[CH:36]=[CH:35][C:34]2[C:29](=[CH:30][CH:31]=[CH:32][CH:33]=2)[N:28]=1.O.